Dataset: Full USPTO retrosynthesis dataset with 1.9M reactions from patents (1976-2016). Task: Predict the reactants needed to synthesize the given product. (1) Given the product [F:17][C:11]1[CH:12]=[CH:13][CH:14]=[C:15]([F:16])[C:10]=1/[CH:9]=[CH:8]/[C:5]1[O:6][CH:7]=[C:3]([CH2:2][O:38][C:35]2[CH:34]=[CH:33][C:32]([CH2:31][CH2:30][CH2:29][CH2:28][N:24]3[CH:25]=[CH:26][N:27]=[C:23]3[CH2:22][S:19]([CH3:18])(=[O:21])=[O:20])=[CH:37][CH:36]=2)[N:4]=1, predict the reactants needed to synthesize it. The reactants are: Cl[CH2:2][C:3]1[N:4]=[C:5](/[CH:8]=[CH:9]/[C:10]2[C:15]([F:16])=[CH:14][CH:13]=[CH:12][C:11]=2[F:17])[O:6][CH:7]=1.[CH3:18][S:19]([CH2:22][C:23]1[N:24]([CH2:28][CH2:29][CH2:30][CH2:31][C:32]2[CH:37]=[CH:36][C:35]([OH:38])=[CH:34][CH:33]=2)[CH:25]=[CH:26][N:27]=1)(=[O:21])=[O:20].[H-].[Na+]. (2) Given the product [CH3:17][C:2]1([CH3:1])[CH2:6][C@H:5]([CH3:7])[CH2:4][N:3]1[C:8]1[N:16]=[CH:15][CH:14]=[CH:13][C:9]=1[C:10]([NH:22][S:19]([N:28]1[CH2:29][CH2:30][N:25]([C:31]([O:33][CH2:34][C:35]2[CH:40]=[CH:39][CH:38]=[CH:37][CH:36]=2)=[O:32])[CH2:26][CH2:27]1)(=[O:21])=[O:20])=[O:12], predict the reactants needed to synthesize it. The reactants are: [CH3:1][C:2]1([CH3:17])[CH2:6][C@H:5]([CH3:7])[CH2:4][N:3]1[C:8]1[N:16]=[CH:15][CH:14]=[CH:13][C:9]=1[C:10]([OH:12])=O.Cl[S:19]([N:22]=C=O)(=[O:21])=[O:20].[N:25]1([C:31]([O:33][CH2:34][C:35]2[CH:40]=[CH:39][CH:38]=[CH:37][CH:36]=2)=[O:32])[CH2:30][CH2:29][NH:28][CH2:27][CH2:26]1.N1C=CC=CC=1.